Dataset: Human Reference Interactome with 51,813 positive PPI pairs across 8,248 proteins, plus equal number of experimentally-validated negative pairs. Task: Binary Classification. Given two protein amino acid sequences, predict whether they physically interact or not. Protein 1 (ENSG00000108107) has sequence MSAHLQWMVVRNCSSFLIKRNKQTYSTEPNNLKARNSFRYNGLIHRKTVGVEPAADGKGVVVVIKRRSGQRKPATSYVRTTINKNARATLSSIRHMIRKNKYRPDLRMAAIRRASAILRSQKPVMVKRKRTRPTKSS*MSAHLQWMVVRNCSSFLIKRNKQTYSTEPNNLKARNSFRYNGLIHRKTVGVEPAADGKGVVVVIKRRSE*MSAHLQWMVVRNCSSFLIKRNKQTYSTEPNNLKARNSFRYNGLIHRKTVGVEPAADGKGVVVVIKRRSGEFCLVWARERPLSRVWEL*MSAH.... Protein 2 (ENSG00000174206) has sequence MGESIPLAAPVPVEQAVLETFFSHLGIFSYDKAKDNVEKEREANKSAGGSWLSLLAALAHLAAAEKVYHSLTYLGQKLGGQSFFSRKDSIRTIYTSLHNELKKVVTGRGALGGTAPHVEELLSHLSEQLCFFVQARMEIADFYEKMYTLSTQKFINAEELVGLLDAIMKKYSSRFHHPILSPLESSFQLEVDVLCHLLKAQAQVSEWKFLPSLVNLHSAHTKLQTWGQIFEKQRETKKHLFGGQSQKAVQPPHLFLWLMKLKNMLLAKFSFYFHEALSRQTTASEMKTLTAKANPDFFGK.... Result: 0 (the proteins do not interact).